This data is from Full USPTO retrosynthesis dataset with 1.9M reactions from patents (1976-2016). The task is: Predict the reactants needed to synthesize the given product. Given the product [CH3:9][N:10]([CH3:11])[C:6](=[O:7])[CH2:5][O:4][CH2:1][C:2]#[CH:3], predict the reactants needed to synthesize it. The reactants are: [CH2:1]([O:4][CH2:5][C:6](Cl)=[O:7])[C:2]#[CH:3].[CH3:9][NH:10][CH3:11].